From a dataset of Reaction yield outcomes from USPTO patents with 853,638 reactions. Predict the reaction yield, written as a fraction of the theoretical maximum amount of product (1.0 means a 100% yield; for example, 0.34 means a 34% yield). (1) The reactants are [OH-].[Na+].[CH3:3][C:4]1[O:8][C:7]([C:9]2[CH:14]=[CH:13][CH:12]=[CH:11][CH:10]=2)=[N:6][C:5]=1[CH2:15][O:16][C:17]1[CH:43]=[CH:42][C:20]([CH2:21][O:22]/[N:23]=[C:24](/[C:36]2[CH:41]=[CH:40][CH:39]=[CH:38][CH:37]=2)\[CH2:25][CH2:26][CH2:27][CH2:28][CH2:29][CH2:30][C:31]([O:33]CC)=[O:32])=[CH:19][CH:18]=1.CO.Cl. The catalyst is O1CCCC1. The product is [CH3:3][C:4]1[O:8][C:7]([C:9]2[CH:10]=[CH:11][CH:12]=[CH:13][CH:14]=2)=[N:6][C:5]=1[CH2:15][O:16][C:17]1[CH:18]=[CH:19][C:20]([CH2:21][O:22]/[N:23]=[C:24](/[C:36]2[CH:41]=[CH:40][CH:39]=[CH:38][CH:37]=2)\[CH2:25][CH2:26][CH2:27][CH2:28][CH2:29][CH2:30][C:31]([OH:33])=[O:32])=[CH:42][CH:43]=1. The yield is 0.920. (2) The reactants are [CH2:1]([O:8][C:9](=[O:22])[NH:10][CH2:11][CH2:12][CH2:13][CH2:14][C:15]1[CH:20]=[CH:19][C:18]([OH:21])=[CH:17][CH:16]=1)[C:2]1[CH:7]=[CH:6][CH:5]=[CH:4][CH:3]=1.Br[CH2:24][CH2:25][CH2:26][C:27]#[N:28].C(=O)([O-])[O-].[K+].[K+]. The catalyst is CN(C=O)C. The product is [CH2:1]([O:8][C:9](=[O:22])[NH:10][CH2:11][CH2:12][CH2:13][CH2:14][C:15]1[CH:20]=[CH:19][C:18]([O:21][CH2:24][CH2:25][CH2:26][C:27]#[N:28])=[CH:17][CH:16]=1)[C:2]1[CH:7]=[CH:6][CH:5]=[CH:4][CH:3]=1. The yield is 0.750.